Predict the reactants needed to synthesize the given product. From a dataset of Full USPTO retrosynthesis dataset with 1.9M reactions from patents (1976-2016). (1) Given the product [NH2:1][C:2]1[N:7]=[C:6]([C:8]2[O:9][C:10]([CH:13]([F:15])[F:14])=[CH:11][CH:12]=2)[C:5]([C:16]#[N:17])=[C:4]([S:18][CH2:20][CH2:23][C:24]2[CH:29]=[CH:28][CH:27]=[CH:26][N:25]=2)[N:3]=1, predict the reactants needed to synthesize it. The reactants are: [NH2:1][C:2]1[N:7]=[C:6]([C:8]2[O:9][C:10]([CH:13]([F:15])[F:14])=[CH:11][CH:12]=2)[C:5]([C:16]#[N:17])=[C:4]([S:18]([CH3:20])=O)[N:3]=1.SC[CH2:23][C:24]1[CH:29]=[CH:28][CH:27]=[CH:26][N:25]=1.C1CCN2C(=NCCC2)CC1. (2) Given the product [N:1]1([CH2:7][CH2:8][CH2:9][C:10]2[N:11]=[N+:12]([O-:23])[C:13]3[CH:22]=[C:21]4[C:17]([CH2:18][CH2:19][CH2:20]4)=[CH:16][C:14]=3[N+:15]=2[O-:25])[CH2:6][CH2:5][O:4][CH2:3][CH2:2]1, predict the reactants needed to synthesize it. The reactants are: [N:1]1([CH2:7][CH2:8][CH2:9][C:10]2[N:11]=[N+:12]([O-:23])[C:13]3[CH:22]=[C:21]4[C:17]([CH2:18][CH2:19][CH2:20]4)=[CH:16][C:14]=3[N:15]=2)[CH2:6][CH2:5][O:4][CH2:3][CH2:2]1.C[OH:25].C(Cl)Cl. (3) Given the product [CH3:35][C:24]1[N:23]=[C:22]([NH:1][CH:2]2[CH:7]([C:8]3[CH:9]=[CH:10][CH:11]=[CH:12][CH:13]=3)[CH2:6][CH2:5][NH:4][CH2:3]2)[C:31]2[C:26](=[C:27]([C:32]([NH2:34])=[O:33])[CH:28]=[CH:29][CH:30]=2)[N:25]=1, predict the reactants needed to synthesize it. The reactants are: [NH2:1][CH:2]1[CH:7]([C:8]2[CH:13]=[CH:12][CH:11]=[CH:10][CH:9]=2)[CH2:6][CH2:5][N:4](C(OC(C)(C)C)=O)[CH2:3]1.Cl[C:22]1[C:31]2[C:26](=[C:27]([C:32]([NH2:34])=[O:33])[CH:28]=[CH:29][CH:30]=2)[N:25]=[C:24]([CH3:35])[N:23]=1. (4) Given the product [C:6]([C:7]1[CH:8]=[C:9]([CH2:10][OH:11])[CH:12]=[CH:13][CH:14]=1)#[CH:5], predict the reactants needed to synthesize it. The reactants are: C[Si]([C:5]#[C:6][C:7]1[CH:8]=[C:9]([CH:12]=[CH:13][CH:14]=1)[CH:10]=[O:11])(C)C.[F-].[K+].[BH4-].[Na+]. (5) Given the product [Cl:1][C:2]1[CH:7]=[CH:6][C:5]([C:8]([N:13]2[C:21]3[C:16](=[C:17]([NH:22][C:23](=[O:29])[O:24][C:25]([CH3:28])([CH3:27])[CH3:26])[CH:18]=[CH:19][CH:20]=3)[CH:15]=[CH:14]2)([C:11]2[CH:12]=[N:36][NH:35][N:34]=2)[CH2:9][CH3:10])=[CH:4][CH:3]=1, predict the reactants needed to synthesize it. The reactants are: [Cl:1][C:2]1[CH:7]=[CH:6][C:5]([C:8]([N:13]2[C:21]3[C:16](=[C:17]([NH:22][C:23](=[O:29])[O:24][C:25]([CH3:28])([CH3:27])[CH3:26])[CH:18]=[CH:19][CH:20]=3)[CH:15]=[CH:14]2)([CH2:11][CH3:12])[C:9]#[CH:10])=[CH:4][CH:3]=1.C[Si]([N:34]=[N+:35]=[N-:36])(C)C. (6) Given the product [C:1]([O:5][C:6]([N:8]1[CH2:13][CH2:12][CH2:11][C@H:10]([CH2:14][O:15][C:16]2[C:17]([O:30][C:24]3[CH:29]=[CH:28][CH:27]=[CH:26][CH:25]=3)=[N:18][C:19]([CH3:22])=[CH:20][CH:21]=2)[CH2:9]1)=[O:7])([CH3:4])([CH3:3])[CH3:2], predict the reactants needed to synthesize it. The reactants are: [C:1]([O:5][C:6]([N:8]1[CH2:13][CH2:12][CH2:11][C@H:10]([CH2:14][O:15][C:16]2[C:17](I)=[N:18][C:19]([CH3:22])=[CH:20][CH:21]=2)[CH2:9]1)=[O:7])([CH3:4])([CH3:3])[CH3:2].[C:24]1([OH:30])[CH:29]=[CH:28][CH:27]=[CH:26][CH:25]=1.CC(C)([O-])C.[K+]. (7) Given the product [C:21]([CH2:22][NH:23][C:1]([C:4]1[CH:9]=[CH:8][C:7]([B:10]([OH:12])[OH:11])=[CH:6][CH:5]=1)=[O:3])#[N:20], predict the reactants needed to synthesize it. The reactants are: [C:1]([C:4]1[CH:9]=[CH:8][C:7]([B:10]([OH:12])[OH:11])=[CH:6][CH:5]=1)([OH:3])=O.C(Cl)(=O)C(Cl)=O.Cl.[NH2:20][CH2:21][C:22]#[N:23].CCN(C(C)C)C(C)C. (8) Given the product [F:1][C:2]([F:14])([F:13])[C:3]1[CH:4]=[C:5]2[C:6]([C:7]([OH:8])=[N:21][C:20]([OH:19])=[N:12]2)=[CH:10][CH:11]=1, predict the reactants needed to synthesize it. The reactants are: [F:1][C:2]([F:14])([F:13])[C:3]1[CH:4]=[C:5]([NH2:12])[C:6](=[CH:10][CH:11]=1)[C:7](O)=[O:8].C(O)(=O)C.[O-:19][C:20]#[N:21].[K+].[OH-].[Na+]. (9) Given the product [CH2:1]([C:3]1[C:11]([CH3:12])=[C:10]2[C:6](=[C:5]([O:14][CH2:15][CH2:16][Si:17]([CH3:18])([CH3:19])[CH3:20])[C:4]=1[CH2:21][CH:22]=[C:23]([CH3:26])[CH2:24][OH:25])[C:7](=[O:13])[O:8][CH2:9]2)[CH3:2], predict the reactants needed to synthesize it. The reactants are: [CH2:1]([C:3]1[C:11]([CH3:12])=[C:10]2[C:6]([C:7](=[O:13])[O:8][CH2:9]2)=[C:5]([O:14][CH2:15][CH2:16][Si:17]([CH3:20])([CH3:19])[CH3:18])[C:4]=1[CH2:21][CH:22]=[C:23]([CH3:26])[CH:24]=[O:25])[CH3:2].[BH4-].[Li+].